From a dataset of Catalyst prediction with 721,799 reactions and 888 catalyst types from USPTO. Predict which catalyst facilitates the given reaction. (1) Reactant: CS(O[CH:6]1[CH2:11][CH2:10][N:9]([C:12]([O:14][C:15]([CH3:18])([CH3:17])[CH3:16])=[O:13])[CH2:8][CH2:7]1)(=O)=O.[F:19][C:20]([F:30])([F:29])[O:21][C:22]1[CH:23]=[C:24]([SH:28])[CH:25]=[CH:26][CH:27]=1.C(=O)([O-])[O-].[K+].[K+].O. Product: [F:30][C:20]([F:19])([F:29])[O:21][C:22]1[CH:23]=[C:24]([S:28][CH:6]2[CH2:7][CH2:8][N:9]([C:12]([O:14][C:15]([CH3:16])([CH3:17])[CH3:18])=[O:13])[CH2:10][CH2:11]2)[CH:25]=[CH:26][CH:27]=1. The catalyst class is: 9. (2) Reactant: [CH3:1][O:2][C:3]1[CH:4]=[C:5]([CH2:20]O)[C:6]2[O:10][C:9]([C:11]3[CH:16]=[CH:15][C:14]([O:17][CH3:18])=[CH:13][CH:12]=3)=[CH:8][C:7]=2[CH:19]=1.B(Br)(Br)[Br:23]. Product: [Br:23][CH2:20][C:5]1[C:6]2[O:10][C:9]([C:11]3[CH:16]=[CH:15][C:14]([O:17][CH3:18])=[CH:13][CH:12]=3)=[CH:8][C:7]=2[CH:19]=[C:3]([O:2][CH3:1])[CH:4]=1. The catalyst class is: 4. (3) Reactant: [F:1][C:2]1[CH:7]=[C:6]([F:8])[CH:5]=[CH:4][C:3]=1[N:9]1[C:13]([OH:14])=[CH:12][C:11]([C:15]([O:17][CH2:18][CH3:19])=[O:16])=[N:10]1.C(N(CC)CC)C.C1C=CC(N([S:34]([C:37]([F:40])([F:39])[F:38])(=[O:36])=[O:35])[S:34]([C:37]([F:40])([F:39])[F:38])(=[O:36])=[O:35])=CC=1.O. Product: [F:1][C:2]1[CH:7]=[C:6]([F:8])[CH:5]=[CH:4][C:3]=1[N:9]1[C:13]([O:14][S:34]([C:37]([F:40])([F:39])[F:38])(=[O:36])=[O:35])=[CH:12][C:11]([C:15]([O:17][CH2:18][CH3:19])=[O:16])=[N:10]1. The catalyst class is: 7. (4) Reactant: [NH2:1][CH2:2][CH:3]([C:5]1[CH:10]=[CH:9][CH:8]=[C:7]([Br:11])[CH:6]=1)[OH:4].Cl[CH2:13][C:14]([NH:16][C:17]1[CH:22]=[CH:21][CH:20]=[CH:19][CH:18]=1)=[O:15].C(=O)([O-])[O-].[K+].[K+].OP([O-])(O)=O.[K+]. Product: [Br:11][C:7]1[CH:6]=[C:5]([CH:3]([OH:4])[CH2:2][NH:1][CH2:13][C:14]([NH:16][C:17]2[CH:22]=[CH:21][CH:20]=[CH:19][CH:18]=2)=[O:15])[CH:10]=[CH:9][CH:8]=1. The catalyst class is: 115. (5) Reactant: [OH-].[Na+].[F:3][C:4]1([F:19])[CH2:7][CH:6]([C:8]2[C:13]([C:14]([O:16]C)=[O:15])=[CH:12][N:11]=[C:10]([CH3:18])[N:9]=2)[CH2:5]1. Product: [F:19][C:4]1([F:3])[CH2:7][CH:6]([C:8]2[C:13]([C:14]([OH:16])=[O:15])=[CH:12][N:11]=[C:10]([CH3:18])[N:9]=2)[CH2:5]1. The catalyst class is: 5. (6) Product: [Cl:32][C:19]1[CH:18]=[C:17]([NH:16][C:11]2[C:10]([C:9]#[C:8][C:4]3[CH:3]=[C:2]([NH:1][C:33](=[O:35])[CH3:34])[CH:7]=[CH:6][CH:5]=3)=[CH:15][N:14]=[CH:13][N:12]=2)[CH:22]=[CH:21][C:20]=1[O:23][CH2:24][C:25]1[CH:30]=[CH:29][CH:28]=[C:27]([F:31])[CH:26]=1. Reactant: [NH2:1][C:2]1[CH:3]=[C:4]([C:8]#[C:9][C:10]2[C:11]([NH:16][C:17]3[CH:22]=[CH:21][C:20]([O:23][CH2:24][C:25]4[CH:30]=[CH:29][CH:28]=[C:27]([F:31])[CH:26]=4)=[C:19]([Cl:32])[CH:18]=3)=[N:12][CH:13]=[N:14][CH:15]=2)[CH:5]=[CH:6][CH:7]=1.[C:33](OC(=O)C)(=[O:35])[CH3:34]. The catalyst class is: 369. (7) Reactant: [N+:1]([C:4]1[CH:9]=[CH:8][C:7]([C:10]2[N:15]=[C:14]3[N:16]([CH2:19][C:20]([F:23])([F:22])[F:21])[N:17]=[CH:18][C:13]3=[C:12]([N:24]3[CH:29]4[CH2:30][CH2:31][CH:25]3[CH2:26][O:27][CH2:28]4)[N:11]=2)=[CH:6][CH:5]=1)([O-])=O. Product: [CH:25]12[N:24]([C:12]3[N:11]=[C:10]([C:7]4[CH:8]=[CH:9][C:4]([NH2:1])=[CH:5][CH:6]=4)[N:15]=[C:14]4[N:16]([CH2:19][C:20]([F:21])([F:23])[F:22])[N:17]=[CH:18][C:13]=34)[CH:29]([CH2:30][CH2:31]1)[CH2:28][O:27][CH2:26]2. The catalyst class is: 54.